Dataset: Forward reaction prediction with 1.9M reactions from USPTO patents (1976-2016). Task: Predict the product of the given reaction. (1) Given the reactants [C:1]([C:3]1[CH:8]=[CH:7][CH:6]=[CH:5][C:4]=1[C:9]1[CH:14]=[CH:13][C:12]([CH2:15][N:16]2[C:20]3[C:21]([C:25]([O:27][CH3:28])=[O:26])=[CH:22][CH:23]=[CH:24][C:19]=3[N:18]=[C:17]2[O:29][CH2:30][CH3:31])=[CH:11][CH:10]=1)#[N:2].C[Sn]([N:36]=[N+:37]=[N-:38])(C)C.C(OCC)(=O)C.C1C=CC=CC=1, predict the reaction product. The product is: [CH2:30]([O:29][C:17]1[N:16]([CH2:15][C:12]2[CH:11]=[CH:10][C:9]([C:4]3[CH:5]=[CH:6][CH:7]=[CH:8][C:3]=3[C:1]3[NH:38][N:37]=[N:36][N:2]=3)=[CH:14][CH:13]=2)[C:20]2[C:21]([C:25]([O:27][CH3:28])=[O:26])=[CH:22][CH:23]=[CH:24][C:19]=2[N:18]=1)[CH3:31]. (2) Given the reactants [C:1]([O:5][C:6]([N:8]1[CH2:13][CH2:12][CH:11]([O:14][C:15]2[CH:24]=[C:23]3[C:18]([CH:19]=[N:20][C:21]([NH:25][C:26]4[CH:31]=[CH:30][CH:29]=[C:28]([OH:32])[CH:27]=4)=[N:22]3)=[CH:17][C:16]=2[C:33]2[S:34][CH:35]=[CH:36][N:37]=2)[CH2:10][CH2:9]1)=[O:7])([CH3:4])([CH3:3])[CH3:2].C([O-])([O-])=O.[K+].[K+].I[CH2:45][CH2:46][CH3:47], predict the reaction product. The product is: [C:1]([O:5][C:6]([N:8]1[CH2:13][CH2:12][CH:11]([O:14][C:15]2[CH:24]=[C:23]3[C:18]([CH:19]=[N:20][C:21]([NH:25][C:26]4[CH:31]=[CH:30][CH:29]=[C:28]([O:32][CH2:45][CH2:46][CH3:47])[CH:27]=4)=[N:22]3)=[CH:17][C:16]=2[C:33]2[S:34][CH:35]=[CH:36][N:37]=2)[CH2:10][CH2:9]1)=[O:7])([CH3:4])([CH3:2])[CH3:3]. (3) Given the reactants Cl.[N:2]1[CH:7]=[CH:6][CH:5]=[CH:4][C:3]=1[CH2:8][C:9]([OH:11])=O.[NH2:12][C:13]1[S:17][C:16]([CH2:18][CH2:19][CH2:20][CH2:21][N:22]2[CH:27]=[CH:26][C:25]([NH:28][C:29](=[O:37])[CH2:30][C:31]3[CH:36]=[CH:35][CH:34]=[CH:33][CH:32]=3)=[CH:24][C:23]2=[O:38])=[N:15][N:14]=1.C(P1(=O)OP(CCC)(=O)OP(CCC)(=O)O1)CC, predict the reaction product. The product is: [O:38]=[C:23]1[CH:24]=[C:25]([NH:28][C:29](=[O:37])[CH2:30][C:31]2[CH:36]=[CH:35][CH:34]=[CH:33][CH:32]=2)[CH:26]=[CH:27][N:22]1[CH2:21][CH2:20][CH2:19][CH2:18][C:16]1[S:17][C:13]([NH:12][C:9](=[O:11])[CH2:8][C:3]2[CH:4]=[CH:5][CH:6]=[CH:7][N:2]=2)=[N:14][N:15]=1.